From a dataset of B-cell epitopes from IEDB database with 3,159 antigens for binding position prediction. Token-level Classification. Given an antigen amino acid sequence, predict which amino acid positions are active epitope sites capable of antibody binding. Output is a list of indices for active positions. (1) Given the antigen sequence: MAENGDNEKMAALEAKICHQIEYYFGDFNLPRDKFLKEQIKLDEGWVPLEIMIKFNRLNRLTTDFNVIVEALSKSKAELMEISEDKTKIRRSPSKPLPEVTDEYKNDVKNRSVYIKGFPTDATLDDIKEWLEDKGQVLNIQMRRTLHKAFKGSIFVVFDSIESAKKFVETPGQKYKETDLLILFKDDYFAKKNEERKQNKVEAKLRAKQEQEAKQKLEEDAEMKSLEEKIGCLLKFSGDLDDQTCREDLHILFSNHGEIKWIDFVRGAKEGIILFKEKAKEALGKAKDANNGNLQLRNKEVTWEVLEGEVEKEALKKIIEDQQESLNKWKSKGRRFKGKGKGNKAAQPGSGKGKVQFQGKKTKFASDDEHDEHDENGATGPVKRAREETDKEEPASKQQKTENGAGDQ, which amino acid positions are active epitope sites? The epitope positions are: [100, 101, 102, 103, 104, 105, 106, 107, 108, 109, 110, 111, 112, 113, 114]. The amino acids at these positions are: TDEYKNDVKNRSVYI. (2) Given the antigen sequence: MGLWALLPGWVSATLLLALAALPAALAANSSGRWWGIVNVASSTNLLTDSKSLQLVLEPSLQLLSRKQRRLIRQNPGILHSVSGGLQSAVRECKWQFRNRRWNCPTAPGPHLFGKIVNRGCRETAFIFAITSAGVTHSVARSCSEGSIESCTCDYRRRGPGGPDWHWGGCSDNIDFGRLFGREFVDSGEKGRDLRFLMNLHNNEAGRTTVFSEMRQECKCHGMSGSCTVRTCWMRLPTLRAVGDVLRDRFDGASRVLYGNRGSNRASRAELLRLEPEDPAHKPPSPHDLVYFEKSPNFCTYSGRLGTAGTAGRACNSSSPALDGCELLCCGRGHRTRTQRVTERCNCTFHWCCHVSCRNCTHTRVLHECL, which amino acid positions are active epitope sites? The epitope positions are: [199, 200, 201, 202, 203, 204, 205, 206, 207, 208, 209, 210, 211]. The amino acids at these positions are: LHNNEAGRTTVFS. (3) Given the antigen sequence: MKKLSILAISVALFASITACGAFGGLPSLKSSFVLSEDTIPGTNETVKTLLPYGSVINYYGYVKPGQAPDGLVDGNKKAYYLYVWIPAVIAEMGVRMISPTGEIGEPGDGDLVSDAFKAATPEEKSMPHWFDTWIRVERMSAIMPDQIAKAAKAKPVQKLDDDDDGDDTYKEERHNKYNSLTRIKIPNPPKSFDDLKNIDTKKLLVRGLYRISFTTYKPGEVKGSFVASVGLLFPPGIPGVSPLIHSNPEELQKQAIAAEESLEKAASDATK, which amino acid positions are active epitope sites? The epitope positions are: [46, 47, 48, 49, 50, 51, 52, 53, 54, 55, 56, 57, 58, 59, 60, 61, 62, 63, 64, 65]. The amino acids at these positions are: VKTLLPYGSVINYYGYVKPG. (4) The epitope positions are: [205, 206, 207, 208, 209, 210, 211, 212, 213, 214]. The amino acids at these positions are: NQITSALSTQ. Given the antigen sequence: MKKFNQSLLATAMLLAAGGANAAAFQLAEVSTSGLGRAYAGEAAIADNASVVATNPALMSLFKTAQFSTGGVYIDSRINMNGDVTSYAQIITNQIGMKAIKDGSASQRNVVPGAFVPNLYFVAPVNDKFALGAGMNVNFGLKSEYDDSYDAGVFGGKTDLSAINLNLSGAYRVTEGLSLGLGVNAVYAKAQVERNAGLIADSVKDNQITSALSTQQEPFRDLKKYLPSKDKSVVSLQDRAAWGFGWNAGVMYQFNEANRIGLAYHSKVDIDFADRTATSLEANVIKEGKKGNLTFTLPDYLELSGFHQLTDKLAVHYSYKYTHWSRLTKLHASFEDGKKAFDKELQYSNNSRVALGASYNLYEKLTLRAGIAYDQAASRHHRSAAIPDTDRTWYSLGATYKFTPNLSVDLGYAYLKGKKVHFKEVKTIGDKRTLTLNTTANYTSQAHANLYGLNLNYSF, which amino acid positions are active epitope sites?